This data is from Catalyst prediction with 721,799 reactions and 888 catalyst types from USPTO. The task is: Predict which catalyst facilitates the given reaction. (1) The catalyst class is: 96. Product: [CH3:1][N:2]([CH3:6])[C:3](=[O:4])[O:28][C:17]1[N:18]=[C:19]([C:20]2[CH:25]=[CH:24][C:23]([O:26][CH3:27])=[CH:22][CH:21]=2)[N:15]([C:12]2[CH:11]=[CH:10][C:9]([O:8][CH3:7])=[CH:14][CH:13]=2)[N:16]=1. Reactant: [CH3:1][N:2]([CH3:6])[C:3](Cl)=[O:4].[CH3:7][O:8][C:9]1[CH:14]=[CH:13][C:12]([N:15]2[C:19]([C:20]3[CH:25]=[CH:24][C:23]([O:26][CH3:27])=[CH:22][CH:21]=3)=[N:18][C:17]([OH:28])=[N:16]2)=[CH:11][CH:10]=1.N1C=CC=CC=1.O. (2) Reactant: [C:1]([C:5]1[CH:11]=[CH:10][C:9]([N+:12]([O-:14])=[O:13])=[CH:8][C:6]=1N)([CH3:4])([CH3:3])[CH3:2].Cl.N([O-])=O.[Na+].[F:20][B-](F)(F)F.[Na+]. Product: [C:1]([C:5]1[CH:11]=[CH:10][C:9]([N+:12]([O-:14])=[O:13])=[CH:8][C:6]=1[F:20])([CH3:4])([CH3:3])[CH3:2]. The catalyst class is: 4. (3) Reactant: [CH3:1][O:2][C:3]1[C:8]([O:9][CH3:10])=[C:7]([O:11][Si:12]([C:15]([CH3:18])([CH3:17])[CH3:16])([CH3:14])[CH3:13])[C:6]([CH3:19])=[C:5](Br)[N:4]=1.O1CCCC1.C([Li])CCC.[N+:31]([C:34]1[CH:39]=[CH:38][C:37]([CH2:40][CH2:41]Br)=[CH:36][CH:35]=1)([O-:33])=[O:32]. Product: [CH3:1][O:2][C:3]1[C:8]([O:9][CH3:10])=[C:7]([O:11][Si:12]([C:15]([CH3:18])([CH3:17])[CH3:16])([CH3:14])[CH3:13])[C:6]([CH3:19])=[C:5]([CH2:41][CH2:40][C:37]2[CH:36]=[CH:35][C:34]([N+:31]([O-:33])=[O:32])=[CH:39][CH:38]=2)[N:4]=1. The catalyst class is: 6. (4) Reactant: [N:1]12[CH2:7][C:4]([C:8]([C:16]3[CH:21]=[CH:20][CH:19]=[CH:18][CH:17]=3)([C:10]3[CH:15]=[CH:14][CH:13]=[CH:12][CH:11]=3)[OH:9])([CH2:5][CH2:6]1)[CH2:3][CH2:2]2.[Br:22][CH2:23][CH2:24][CH2:25][O:26][C:27]1[CH:32]=[CH:31][C:30](Br)=[CH:29][CH:28]=1. Product: [Br-:22].[OH:9][C:8]([C:16]1[CH:21]=[CH:20][CH:19]=[CH:18][CH:17]=1)([C:10]1[CH:15]=[CH:14][CH:13]=[CH:12][CH:11]=1)[C:4]12[CH2:7][N+:1]([CH2:23][CH2:24][CH2:25][O:26][C:27]3[CH:32]=[CH:31][CH:30]=[CH:29][CH:28]=3)([CH2:6][CH2:5]1)[CH2:2][CH2:3]2. The catalyst class is: 23. (5) Reactant: [Br:1][C:2]1[C:11]2[O:10][C:9]([CH3:13])([CH3:12])[C:8](=O)[NH:7][C:6]=2[CH:5]=[CH:4][CH:3]=1.CSC.B.[ClH:19]. Product: [ClH:19].[Br:1][C:2]1[C:11]2[O:10][C:9]([CH3:13])([CH3:12])[CH2:8][NH:7][C:6]=2[CH:5]=[CH:4][CH:3]=1. The catalyst class is: 7. (6) Reactant: C[O:2][C:3](=[O:18])[CH:4]([CH2:9][C:10]([C:12]1[CH:17]=[CH:16][CH:15]=[CH:14][CH:13]=1)=[CH2:11])[C:5]([O:7]C)=[O:6].[OH-].[K+]. Product: [C:12]1([C:10](=[CH2:11])[CH2:9][CH:4]([C:5]([OH:7])=[O:6])[C:3]([OH:18])=[O:2])[CH:13]=[CH:14][CH:15]=[CH:16][CH:17]=1. The catalyst class is: 97. (7) Reactant: C(=O)(SC)O[O:3][CH:4]([O:8][C:9](=[O:13])[CH:10]([CH3:12])[CH3:11])[CH:5]([CH3:7])[CH3:6].[OH:17][N:18]1[C:22](=[O:23])[C@H:21]([O:24][C:25](=[O:32])[C:26]2[CH:31]=[CH:30][CH:29]=[CH:28][CH:27]=2)[C@@H:20]([O:33][C:34](=[O:41])[C:35]2[CH:40]=[CH:39][CH:38]=[CH:37][CH:36]=2)[C:19]1=[O:42].[C:43](OO)(=[O:45])C.C(O)(=O)C. Product: [CH3:12][CH:10]([CH3:11])[C:9]([O:8][C@@H:4]([O:3][C:43]([O:17][N:18]1[C:22](=[O:23])[C@H:21]([O:24][C:25](=[O:32])[C:26]2[CH:27]=[CH:28][CH:29]=[CH:30][CH:31]=2)[C@@H:20]([O:33][C:34](=[O:41])[C:35]2[CH:40]=[CH:39][CH:38]=[CH:37][CH:36]=2)[C:19]1=[O:42])=[O:45])[CH:5]([CH3:6])[CH3:7])=[O:13]. The catalyst class is: 26. (8) Reactant: [Br:1][C:2]1[CH:3]=[CH:4][C:5]2[NH:10][C:9](=[O:11])[O:8][C:7](=[O:12])[C:6]=2[C:13]=1[O:14]C.[Al+3].[Cl-].[Cl-].[Cl-]. Product: [Br:1][C:2]1[CH:3]=[CH:4][C:5]2[NH:10][C:9](=[O:11])[O:8][C:7](=[O:12])[C:6]=2[C:13]=1[OH:14]. The catalyst class is: 614.